Dataset: Reaction yield outcomes from USPTO patents with 853,638 reactions. Task: Predict the reaction yield, written as a fraction of the theoretical maximum amount of product (1.0 means a 100% yield; for example, 0.34 means a 34% yield). (1) The reactants are Cl[C:2]1[C:11]2[C:6](=[CH:7][C:8]([Cl:19])=[C:9]([C:12]3[CH:17]=[CH:16][C:15]([Cl:18])=[CH:14][CH:13]=3)[CH:10]=2)[N:5]=[CH:4][N:3]=1.[NH:20]1[CH2:25][CH2:24][NH:23][CH2:22][CH:21]1[CH2:26][CH2:27][OH:28].CCN(CC)CC. The catalyst is O1CCOCC1. The product is [Cl:19][C:8]1[CH:7]=[C:6]2[C:11]([C:2]([N:23]3[CH2:24][CH2:25][NH:20][CH:21]([CH2:26][CH2:27][OH:28])[CH2:22]3)=[N:3][CH:4]=[N:5]2)=[CH:10][C:9]=1[C:12]1[CH:17]=[CH:16][C:15]([Cl:18])=[CH:14][CH:13]=1. The yield is 0.630. (2) The reactants are [I:1][C:2]1[C:10]2[C:5](=[N:6][CH:7]=[CH:8][CH:9]=2)[NH:4][CH:3]=1.[H-].[Na+].[CH:13]([Si:16](Cl)([CH:20]([CH3:22])[CH3:21])[CH:17]([CH3:19])[CH3:18])([CH3:15])[CH3:14].O. The catalyst is CN(C)C=O. The product is [I:1][C:2]1[C:10]2[C:5](=[N:6][CH:7]=[CH:8][CH:9]=2)[N:4]([Si:16]([CH:20]([CH3:22])[CH3:21])([CH:17]([CH3:19])[CH3:18])[CH:13]([CH3:15])[CH3:14])[CH:3]=1. The yield is 0.982.